This data is from Retrosynthesis with 50K atom-mapped reactions and 10 reaction types from USPTO. The task is: Predict the reactants needed to synthesize the given product. Given the product Cc1nc(SCC(N)=O)c(C#N)c(-c2ccc(Cl)c(Cl)c2)n1, predict the reactants needed to synthesize it. The reactants are: Cc1nc(Cl)c(C#N)c(-c2ccc(Cl)c(Cl)c2)n1.NC(=O)CS.